Dataset: Forward reaction prediction with 1.9M reactions from USPTO patents (1976-2016). Task: Predict the product of the given reaction. (1) Given the reactants [Cl:1]C1C=C(C=C(Cl)C=1)CN1CCN(C(OC(C)(C)C)=O)CC1.[Cl:23][C:24]1[CH:25]=[C:26]([S:31]([CH:34]2[CH2:39][CH2:38][N:37](C(OC(C)(C)C)=O)[CH2:36][CH2:35]2)(=[O:33])=[O:32])[CH:27]=[C:28]([Cl:30])[CH:29]=1, predict the reaction product. The product is: [ClH:1].[Cl:23][C:24]1[CH:25]=[C:26]([S:31]([CH:34]2[CH2:39][CH2:38][NH:37][CH2:36][CH2:35]2)(=[O:33])=[O:32])[CH:27]=[C:28]([Cl:30])[CH:29]=1. (2) Given the reactants [C:1]([O:5][C:6]([N:8]1[CH2:13][CH:12]2[C:10]([C:14]3[CH:19]=[CH:18][C:17](Br)=[CH:16][CH:15]=3)([CH2:11]2)[CH2:9]1)=[O:7])([CH3:4])([CH3:3])[CH3:2].CC(C)([O-])C.[Na+].[CH2:27]([N:29]1[C:35](=[O:36])[CH2:34][CH2:33][NH:32][CH2:31][CH2:30]1)[CH3:28], predict the reaction product. The product is: [C:1]([O:5][C:6]([N:8]1[CH2:13][CH:12]2[C:10]([C:14]3[CH:19]=[CH:18][C:17]([N:32]4[CH2:33][CH2:34][C:35](=[O:36])[N:29]([CH2:27][CH3:28])[CH2:30][CH2:31]4)=[CH:16][CH:15]=3)([CH2:11]2)[CH2:9]1)=[O:7])([CH3:4])([CH3:3])[CH3:2]. (3) Given the reactants [Cl:1][C:2]1[CH:7]=[CH:6][C:5]([CH:8]([C:23]#[N:24])[C:9]2[CH:10]=[CH:11][C:12]([NH:18][S:19]([CH3:22])(=[O:21])=[O:20])=[C:13]([CH:17]=2)[C:14](O)=[O:15])=[CH:4][CH:3]=1.[Cl:25][C:26]1[CH:27]=[C:28]([CH:30]=[C:31]([Cl:34])[C:32]=1[Cl:33])[NH2:29].F[P-](F)(F)(F)(F)F.N1(O[P+](N2CCCC2)(N2CCCC2)N2CCCC2)C2C=CC=CC=2N=N1.C(N(C(C)C)CC)(C)C, predict the reaction product. The product is: [Cl:1][C:2]1[CH:7]=[CH:6][C:5]([CH:8]([C:23]#[N:24])[C:9]2[CH:10]=[CH:11][C:12]([NH:18][S:19]([CH3:22])(=[O:21])=[O:20])=[C:13]([CH:17]=2)[C:14]([NH:29][C:28]2[CH:27]=[C:26]([Cl:25])[C:32]([Cl:33])=[C:31]([Cl:34])[CH:30]=2)=[O:15])=[CH:4][CH:3]=1. (4) Given the reactants [F:1][C:2]([F:42])([F:41])[C:3]1[CH:40]=[CH:39][CH:38]=[CH:37][C:4]=1[CH2:5][N:6]1[CH:10]=[CH:9][N:8]=[C:7]1[C:11]1[CH:16]=[CH:15][C:14]([NH:17][C:18]2[CH:27]=[CH:26][C:25]3[C:20](=[CH:21][CH:22]=[CH:23][CH:24]=3)[C:19]=2[NH:28][C:29](=[O:36])[CH2:30][C:31]([O:33]CC)=O)=[CH:13][CH:12]=1.FC(F)(F)C1C=CC=CC=1CBr.Cl.FC1C=CC=CC=1CCC1N(C2C=CC(N3C(=O)CC(=O)NC4C5C(C=CC3=4)=CC=CC=5)=CC=2)C=CN=1.O=C(NC1C2C(=CC=CC=2)C=CC=1NC1C=CC=C(N2C(CCC3C=CC=CN=3)=NN=N2)C=1)C(OCC)=O.Cl.N1C=CC=CC=1CCC1N(C2C=C(N3C4C=CC5C=CC=CC=5C=4NC(=O)C3=O)C=CC=2)N=NN=1, predict the reaction product. The product is: [F:41][C:2]([F:42])([F:1])[C:3]1[CH:40]=[CH:39][CH:38]=[CH:37][C:4]=1[CH2:5][N:6]1[CH:10]=[CH:9][N:8]=[C:7]1[C:11]1[CH:12]=[CH:13][C:14]([N:17]2[C:31](=[O:33])[CH2:30][C:29](=[O:36])[NH:28][C:19]3[C:20]4[C:25]([CH:26]=[CH:27][C:18]2=3)=[CH:24][CH:23]=[CH:22][CH:21]=4)=[CH:15][CH:16]=1. (5) The product is: [NH2:6][C:7]1[N:12]=[C:11]2[C:10]([C:16]([CH3:17])([CH3:18])[CH2:15][C:14](=[O:19])[NH:13]2)=[CH:9][CH:8]=1. Given the reactants CS(O)(=O)=O.[NH2:6][C:7]1[N:12]=[C:11]([NH:13][C:14](=[O:19])[CH:15]=[C:16]([CH3:18])[CH3:17])[CH:10]=[CH:9][CH:8]=1.[Al+3].[Cl-].[Cl-].[Cl-].[OH-].[Na+], predict the reaction product. (6) Given the reactants [F:1][C:2]1[CH:7]=[C:6]([F:8])[CH:5]=[CH:4][C:3]=1[CH2:9][C:10]1[CH:19]=[C:18]2[C:13]([C:14]([OH:26])=[C:15]([C:21](OCC)=[O:22])[C:16](=[O:20])[NH:17]2)=[N:12][CH:11]=1.[NH2:27][CH2:28][CH2:29][CH2:30][N:31]1[CH2:36][CH2:35][O:34][CH2:33][CH2:32]1, predict the reaction product. The product is: [F:1][C:2]1[CH:7]=[C:6]([F:8])[CH:5]=[CH:4][C:3]=1[CH2:9][C:10]1[CH:19]=[C:18]2[C:13]([C:14]([OH:26])=[C:15]([C:21]([NH:27][CH2:28][CH2:29][CH2:30][N:31]3[CH2:36][CH2:35][O:34][CH2:33][CH2:32]3)=[O:22])[C:16](=[O:20])[NH:17]2)=[N:12][CH:11]=1. (7) Given the reactants [OH:1][CH:2]([C:12]1[CH:17]=[CH:16][C:15]([S:18][CH3:19])=[CH:14][CH:13]=1)[C:3]([C:5]1[CH:10]=[CH:9][CH:8]=[C:7]([CH3:11])[CH:6]=1)=[O:4].[Bi]=O, predict the reaction product. The product is: [CH3:11][C:7]1[CH:6]=[C:5]([C:3](=[O:4])[C:2]([C:12]2[CH:13]=[CH:14][C:15]([S:18][CH3:19])=[CH:16][CH:17]=2)=[O:1])[CH:10]=[CH:9][CH:8]=1. (8) Given the reactants [CH3:1][O:2][C:3]1[N:8]=[C:7]([N:9]2[C:13]3=[N:14][CH:15]=[N:16][C:17]([NH:18]/[N:19]=[CH:20]/[C:21]4[CH:29]=[CH:28][C:24]([C:25](O)=[O:26])=[CH:23][CH:22]=4)=[C:12]3[CH:11]=[N:10]2)[CH:6]=[CH:5][CH:4]=1.[N:30]1([CH2:35][CH2:36][CH2:37][NH2:38])[CH2:34][CH2:33][CH2:32][CH2:31]1.C(OP(C#N)(=O)OCC)C.C(N(CC)CC)C.[Na+].[Cl-], predict the reaction product. The product is: [CH3:1][O:2][C:3]1[N:8]=[C:7]([N:9]2[C:13]3=[N:14][CH:15]=[N:16][C:17]([NH:18]/[N:19]=[CH:20]/[C:21]4[CH:29]=[CH:28][C:24]([C:25]([NH:38][CH2:37][CH2:36][CH2:35][N:30]5[CH2:34][CH2:33][CH2:32][CH2:31]5)=[O:26])=[CH:23][CH:22]=4)=[C:12]3[CH:11]=[N:10]2)[CH:6]=[CH:5][CH:4]=1. (9) Given the reactants [Cl:1][C:2]1[CH:3]=[C:4]([CH:16]=[C:17]([Cl:19])[CH:18]=1)[CH2:5][C:6]1[O:10][N:9]=[C:8]([C:11]([O:13]CC)=[O:12])[CH:7]=1.C(O)C.[OH-].[Na+], predict the reaction product. The product is: [Cl:1][C:2]1[CH:3]=[C:4]([CH:16]=[C:17]([Cl:19])[CH:18]=1)[CH2:5][C:6]1[O:10][N:9]=[C:8]([C:11]([OH:13])=[O:12])[CH:7]=1.